From a dataset of Reaction yield outcomes from USPTO patents with 853,638 reactions. Predict the reaction yield, written as a fraction of the theoretical maximum amount of product (1.0 means a 100% yield; for example, 0.34 means a 34% yield). (1) The product is [F:1][C:2]1[CH:27]=[C:26]([N+:28]([O-:30])=[O:29])[CH:25]=[CH:24][C:3]=1[O:4][C:5]1[CH:10]=[CH:9][N:8]=[C:7]2[CH:11]=[C:12]([C:14]3[CH2:19][CH2:18][N:17]([C:20](=[O:23])[CH2:21][CH2:22][NH:35][CH2:34][CH2:33][O:32][CH3:31])[CH2:16][CH:15]=3)[S:13][C:6]=12. The catalyst is C1COCC1.C(Cl)Cl. The yield is 0.450. The reactants are [F:1][C:2]1[CH:27]=[C:26]([N+:28]([O-:30])=[O:29])[CH:25]=[CH:24][C:3]=1[O:4][C:5]1[CH:10]=[CH:9][N:8]=[C:7]2[CH:11]=[C:12]([C:14]3[CH2:19][CH2:18][N:17]([C:20](=[O:23])[CH:21]=[CH2:22])[CH2:16][CH:15]=3)[S:13][C:6]=12.[CH3:31][O:32][CH2:33][CH2:34][NH2:35]. (2) The reactants are CC(CC(C1C(O)=[CH:11][C:10](O)=[C:9]([CH2:15][CH:16]=C(C)C)[C:8]=1[O-:20])=O)C.CN(C(ON1N=[N:36][C:31]2[CH:32]=[CH:33][CH:34]=[CH:35][C:30]1=2)=[N+](C)C)C.F[P-](F)(F)(F)(F)F.[CH2:45]([N:47](CC)CC)C.[NH2:52][CH2:53][C:54]1[CH:59]=[CH:58][N:57]=[CH:56][CH:55]=1.[CH3:60][N:61]([CH3:65])[C:62](=[O:64])[CH3:63]. The catalyst is [NH4+].[Cl-]. The product is [C:45]([C:63]1[C:62](=[O:64])[N:61]([CH3:65])[C:60]2[C:32]([C:31]=1[N:36]1[CH2:11][CH2:10][CH:9]([C:8]([NH:52][CH2:53][C:54]3[CH:59]=[CH:58][N:57]=[CH:56][CH:55]=3)=[O:20])[CH2:15][CH2:16]1)=[CH:33][CH:34]=[CH:35][CH:30]=2)#[N:47]. The yield is 0.0380. (3) The reactants are [CH2:1]([O:8][C@@H:9]1[C@@H:18]([O:19][CH2:20][C:21]2[CH:26]=[CH:25][CH:24]=[CH:23][CH:22]=2)[C@H:17]([O:27][C@@H:28]2[O:57][C@H:56]([CH:58](S(C3C(C)=CC=CC=3)(=O)=O)O)[C@@H:47]([O:48][CH2:49][C:50]3[CH:55]=[CH:54][CH:53]=[CH:52][CH:51]=3)[C@H:38]([O:39][CH2:40][C:41]3[CH:46]=[CH:45][CH:44]=[CH:43][CH:42]=3)[C@H:29]2[O:30][CH2:31][C:32]2[CH:37]=[CH:36][CH:35]=[CH:34][CH:33]=2)[C@@H:16]([CH2:70][O:71][CH2:72][C:73]2[CH:78]=[CH:77][CH:76]=[CH:75][CH:74]=2)[O:15][CH:10]1[O:11][CH2:12][CH:13]=[CH2:14])[C:2]1[CH:7]=[CH:6][CH:5]=[CH:4][CH:3]=1.[H-].[Al+3].[Li+].[H-].[H-].[H-]. The catalyst is C(OCC)C.[OH-].[Na+].O. The product is [CH2:1]([O:8][C@@H:9]1[C@@H:18]([O:19][CH2:20][C:21]2[CH:22]=[CH:23][CH:24]=[CH:25][CH:26]=2)[C@H:17]([O:27][C@@H:28]2[O:57][C@H:56]([CH3:58])[C@@H:47]([O:48][CH2:49][C:50]3[CH:51]=[CH:52][CH:53]=[CH:54][CH:55]=3)[C@H:38]([O:39][CH2:40][C:41]3[CH:42]=[CH:43][CH:44]=[CH:45][CH:46]=3)[C@H:29]2[O:30][CH2:31][C:32]2[CH:37]=[CH:36][CH:35]=[CH:34][CH:33]=2)[C@@H:16]([CH2:70][O:71][CH2:72][C:73]2[CH:74]=[CH:75][CH:76]=[CH:77][CH:78]=2)[O:15][CH:10]1[O:11][CH2:12][CH:13]=[CH2:14])[C:2]1[CH:7]=[CH:6][CH:5]=[CH:4][CH:3]=1. The yield is 0.550. (4) The reactants are C(OC([N:8]1[CH2:13][CH2:12][CH:11]([C:14]2[N:15]([CH3:40])[C:16]3[C:21]([N:22]=2)=[C:20]([N:23]2[CH2:28][CH2:27][O:26][CH2:25][CH2:24]2)[N:19]=[C:18]([N:29]2[C:33]4[CH:34]=[CH:35][CH:36]=[CH:37][C:32]=4[N:31]=[C:30]2[CH2:38][CH3:39])[N:17]=3)[CH2:10][CH2:9]1)=O)(C)(C)C.[ClH:41].CCOCC. The catalyst is C(Cl)Cl.CO.O1CCOCC1. The product is [ClH:41].[CH2:38]([C:30]1[N:29]([C:18]2[N:17]=[C:16]3[C:21]([N:22]=[C:14]([CH:11]4[CH2:10][CH2:9][NH:8][CH2:13][CH2:12]4)[N:15]3[CH3:40])=[C:20]([N:23]3[CH2:24][CH2:25][O:26][CH2:27][CH2:28]3)[N:19]=2)[C:33]2[CH:34]=[CH:35][CH:36]=[CH:37][C:32]=2[N:31]=1)[CH3:39]. The yield is 0.930.